From a dataset of Forward reaction prediction with 1.9M reactions from USPTO patents (1976-2016). Predict the product of the given reaction. (1) Given the reactants [CH:1]1[C:13]2[CH:12]([CH2:14][O:15][C:16]([NH:18][C@@H:19]3[C:30](=[O:31])[O:29][CH2:28][C@@H:27]4[CH2:32][CH2:33][CH2:34][N:26]4[C:25](=[O:35])[C@H:24]([CH2:36][C:37](OC(C)(C)C)=[O:38])[CH2:23][CH:22]=[CH:21][CH2:20]3)=[O:17])[C:11]3[C:6](=[CH:7][CH:8]=[CH:9][CH:10]=3)[C:5]=2[CH:4]=[CH:3][CH:2]=1.FC(F)(F)C(O)=O.C1C2C(COC(N[C@@H]3C(=O)OC[C@@H]4CCCN4C(=O)[C@H](CC(O)=O)CC=CC3)=O)C3C(=CC=CC=3)C=2C=CC=1.[Cl:90][C:91]1[CH:96]=[CH:95][C:94]([CH2:97][NH2:98])=[CH:93][CH:92]=1, predict the reaction product. The product is: [Cl:90][C:91]1[CH:96]=[CH:95][C:94]([CH2:97][NH:98][C:37](=[O:38])[CH2:36][C@@H:24]2[CH2:23][CH:22]=[CH:21][CH2:20][C@H:19]([NH:18][C:16](=[O:17])[O:15][CH2:14][CH:12]3[C:11]4[CH:10]=[CH:9][CH:8]=[CH:7][C:6]=4[C:5]4[C:13]3=[CH:1][CH:2]=[CH:3][CH:4]=4)[C:30](=[O:31])[O:29][CH2:28][C@@H:27]3[CH2:32][CH2:33][CH2:34][N:26]3[C:25]2=[O:35])=[CH:93][CH:92]=1. (2) The product is: [CH:6]([C:54]1[CH:59]=[CH:58][CH:57]=[CH:56][C:55]=1[C:11]1[CH:10]=[CH:2][CH:3]=[CH:77][C:75]=1[CH2:76][N:37]1[CH:38]=[CH:39][CH:40]=[C:41]([C:42]([NH:1][C@@H:2]([CH2:10][CH2:11][CH2:12][NH:13][C:14]([NH:16][S:17]([C:20]2[C:21]([CH3:34])=[C:22]3[C:27](=[C:28]([CH3:31])[C:29]=2[CH3:30])[O:26][C:25]([CH3:33])([CH3:32])[CH2:24][CH2:23]3)(=[O:18])=[O:19])=[NH:15])[C:3]([O:5][C:6]([CH3:7])([CH3:8])[CH3:9])=[O:4])=[O:44])[C:36]1=[O:35])([CH3:8])[CH3:7]. Given the reactants [NH2:1][C@@H:2]([CH2:10][CH2:11][CH2:12][NH:13][C:14]([NH:16][S:17]([C:20]1[C:21]([CH3:34])=[C:22]2[C:27](=[C:28]([CH3:31])[C:29]=1[CH3:30])[O:26][C:25]([CH3:33])([CH3:32])[CH2:24][CH2:23]2)(=[O:19])=[O:18])=[NH:15])[C:3]([O:5][C:6]([CH3:9])([CH3:8])[CH3:7])=[O:4].[O:35]=[C:36]1[C:41]([C:42]([OH:44])=O)=[CH:40][CH:39]=[CH:38][NH:37]1.CN(C(ON1N=N[C:55]2[CH:56]=[CH:57][CH:58]=[CH:59][C:54]1=2)=[N+](C)C)C.F[P-](F)(F)(F)(F)F.CCN([CH:75]([CH3:77])[CH3:76])C(C)C, predict the reaction product.